From a dataset of Catalyst prediction with 721,799 reactions and 888 catalyst types from USPTO. Predict which catalyst facilitates the given reaction. (1) Reactant: [N:1]1[CH:6]=[CH:5][CH:4]=[C:3]([NH:7][C:8](=[O:15])OCC(Cl)(Cl)Cl)[CH:2]=1.[CH3:16][O:17][C:18]1[CH:19]=[C:20]([C:24]2[N:25]=[C:26]([N:29]3[CH2:34][CH2:33][NH:32][CH2:31][CH2:30]3)[S:27][CH:28]=2)[CH:21]=[CH:22][CH:23]=1.C(N(C(C)C)CC)(C)C.O. Product: [CH3:16][O:17][C:18]1[CH:19]=[C:20]([C:24]2[N:25]=[C:26]([N:29]3[CH2:34][CH2:33][N:32]([C:8]([NH:7][C:3]4[CH:2]=[N:1][CH:6]=[CH:5][CH:4]=4)=[O:15])[CH2:31][CH2:30]3)[S:27][CH:28]=2)[CH:21]=[CH:22][CH:23]=1. The catalyst class is: 16. (2) Reactant: C([O:8][CH2:9][CH2:10][CH2:11][C:12]1[CH:17]=[C:16]([C:18]2[CH:23]=[C:22]([C:24]([F:27])([F:26])[F:25])[CH:21]=[C:20]([S:28](=[O:32])(=[O:31])[NH:29][CH3:30])[CH:19]=2)[N:15]=[C:14]([C:33]#[N:34])[N:13]=1)C1C=CC=CC=1.S([O-])([O-])(=O)=O.[Ce+3].S([O-])([O-])(=O)=O.S([O-])([O-])(=O)=O.[Ce+3].Br([O-])(=O)=O.[Ba+2].Br([O-])(=O)=O. Product: [OH:8][CH2:9][CH2:10][CH2:11][C:12]1[CH:17]=[C:16]([C:18]2[CH:23]=[C:22]([C:24]([F:27])([F:25])[F:26])[CH:21]=[C:20]([S:28](=[O:32])(=[O:31])[NH:29][CH3:30])[CH:19]=2)[N:15]=[C:14]([C:33]#[N:34])[N:13]=1. The catalyst class is: 47. (3) Reactant: [OH-].[Na+].[CH3:3][N:4]([CH3:38])[C:5]1([C:32]2[CH:37]=[CH:36][CH:35]=[CH:34][CH:33]=2)[CH2:10][CH2:9][CH:8]([CH2:11][O:12][CH2:13][C:14]2[CH:15]=[C:16]3[C:20](=[CH:21][CH:22]=2)[N:19](S(C2C=CC=CC=2)(=O)=O)[CH:18]=[CH:17]3)[CH2:7][CH2:6]1. Product: [NH:19]1[C:20]2[C:16](=[CH:15][C:14]([CH2:13][O:12][CH2:11][CH:8]3[CH2:9][CH2:10][C:5]([C:32]4[CH:37]=[CH:36][CH:35]=[CH:34][CH:33]=4)([N:4]([CH3:38])[CH3:3])[CH2:6][CH2:7]3)=[CH:22][CH:21]=2)[CH:17]=[CH:18]1. The catalyst class is: 5. (4) Reactant: [NH2:1][C:2]1[S:3][CH:4]=[CH:5][N:6]=1.N1C=CC=CC=1.[C:13]([C:15]1[CH:16]=[C:17]([S:22](Cl)(=[O:24])=[O:23])[CH:18]=[CH:19][C:20]=1[F:21])#[N:14].Cl. Product: [C:13]([C:15]1[CH:16]=[C:17]([S:22]([NH:1][C:2]2[S:3][CH:4]=[CH:5][N:6]=2)(=[O:24])=[O:23])[CH:18]=[CH:19][C:20]=1[F:21])#[N:14]. The catalyst class is: 4. (5) Reactant: [CH3:1][O:2][C:3]1[CH:8]=[CH:7][C:6](/[CH:9]=[CH:10]/[C:11]([C:13]2[S:14][CH:15]=[CH:16][CH:17]=2)=O)=[CH:5][CH:4]=1.C1(C=CC(C2C=CC=CC=2)=O)C=CC=CC=1.[C:34]([NH:37]C(=O)CN)(=[O:36])[CH3:35].C([O-])([O-])=O.[Cs+].[Cs+].Cl. Product: [CH3:1][O:2][C:3]1[CH:8]=[CH:7][C:6]([C:9]2[CH:10]=[C:11]([C:13]3[S:14][CH:15]=[CH:16][CH:17]=3)[NH:37][C:34](=[O:36])[CH:35]=2)=[CH:5][CH:4]=1. The catalyst class is: 3. (6) Reactant: C([O:8][C:9]1[CH:14]=[CH:13][C:12]([C:15]2[CH2:16][CH2:17][N:18]([C:21](=[O:31])[CH2:22][CH2:23][C:24]([O:26][C:27]([CH3:30])([CH3:29])[CH3:28])=[O:25])[CH2:19][CH:20]=2)=[C:11]([C:32]2[CH2:36][C:35]([CH2:45][C:46]([O:48][C:49]([CH3:52])([CH3:51])[CH3:50])=[O:47])([CH2:37][C:38](=[O:44])[O:39][C:40]([CH3:43])([CH3:42])[CH3:41])[O:34][N:33]=2)[CH:10]=1)C1C=CC=CC=1.[H][H]. Product: [C:49]([O:48][C:46](=[O:47])[CH2:45][C:35]1([CH2:37][C:38](=[O:44])[O:39][C:40]([CH3:43])([CH3:42])[CH3:41])[O:34][N:33]=[C:32]([C:11]2[CH:10]=[C:9]([OH:8])[CH:14]=[CH:13][C:12]=2[CH:15]2[CH2:16][CH2:17][N:18]([C:21](=[O:31])[CH2:22][CH2:23][C:24]([O:26][C:27]([CH3:30])([CH3:29])[CH3:28])=[O:25])[CH2:19][CH2:20]2)[CH2:36]1)([CH3:50])([CH3:51])[CH3:52]. The catalyst class is: 354. (7) Reactant: [CH3:1][C:2]1[CH:11]=[CH:10][CH:9]=[C:8]([N+:12]([O-:14])=[O:13])[C:3]=1[C:4]([O:6][CH3:7])=[O:5].[Br:15]N1C(=O)CCC1=O. Product: [Br:15][CH2:1][C:2]1[CH:11]=[CH:10][CH:9]=[C:8]([N+:12]([O-:14])=[O:13])[C:3]=1[C:4]([O:6][CH3:7])=[O:5]. The catalyst class is: 734. (8) Reactant: [CH2:1]([O:8][C:9](=[O:32])[CH2:10][C@@H:11](NC(OC(C)(C)C)=O)[C:12]([NH:14][C@H:15]([C:20](=[O:23])[NH:21][CH3:22])[C:16]([CH3:19])([CH3:18])[CH3:17])=[O:13])[C:2]1[CH:7]=[CH:6][CH:5]=[CH:4][CH:3]=1.C(OC(=O)C[C@@H]([C:47]1[CH:51]=[CH:50][N:49]([C:52]2[CH:57]=[CH:56][C:55]([F:58])=[CH:54][CH:53]=2)[CH:48]=1)C(O)=O)C1C=CC=CC=1.CNC(=O)[C@H](C(C)(C)C)N.CN(C(ON1N=NC2C=CC=CC1=2)=[N+](C)C)C.[B-](F)(F)(F)F. Product: [CH2:1]([O:8][C:9](=[O:32])[CH2:10][C@@H:11]([C:47]1[CH:51]=[CH:50][N:49]([C:52]2[CH:57]=[CH:56][C:55]([F:58])=[CH:54][CH:53]=2)[CH:48]=1)[C:12]([NH:14][C@H:15]([C:20](=[O:23])[NH:21][CH3:22])[C:16]([CH3:17])([CH3:18])[CH3:19])=[O:13])[C:2]1[CH:3]=[CH:4][CH:5]=[CH:6][CH:7]=1. The catalyst class is: 100.